This data is from Reaction yield outcomes from USPTO patents with 853,638 reactions. The task is: Predict the reaction yield, written as a fraction of the theoretical maximum amount of product (1.0 means a 100% yield; for example, 0.34 means a 34% yield). (1) The reactants are [CH3:1][N:2]1[C:7]2[CH:8]=[CH:9][CH:10]=[CH:11][C:6]=2[C:5](=[O:12])[O:4][C:3]1=O.[NH2:14][CH2:15]C(O)=O.O.C(N(CC)CC)C. The catalyst is COCCOC.C(O)(=O)C.CCOCC. The product is [CH3:1][N:2]1[C:7]2[CH:8]=[CH:9][CH:10]=[CH:11][C:6]=2[C:5](=[O:12])[NH:14][CH2:15][C:3]1=[O:4]. The yield is 0.670. (2) The reactants are [C:1]([O:4][CH2:5][C:6]#[C:7][CH2:8][O:9][C:10]1[CH:15]=[CH:14][C:13]([S:16]([OH:19])(=O)=[O:17])=[CH:12][CH:11]=1)(=[O:3])[CH3:2].[Na].CN(C)C=O.O.C(Cl)(=O)C([Cl:30])=O. The catalyst is ClCCl.CCCCCCC. The product is [C:1]([O:4][CH2:5][C:6]#[C:7][CH2:8][O:9][C:10]1[CH:15]=[CH:14][C:13]([S:16]([Cl:30])(=[O:19])=[O:17])=[CH:12][CH:11]=1)(=[O:3])[CH3:2]. The yield is 0.890.